Dataset: B-cell epitopes from IEDB database with 3,159 antigens for binding position prediction. Task: Token-level Classification. Given an antigen amino acid sequence, predict which amino acid positions are active epitope sites capable of antibody binding. Output is a list of indices for active positions. Given the antigen sequence: GKDEEDPIEHNKDAKHLFDSIGEKVYREKVQSDAKTYEGELKGNLSFASIFDTETTGTDDPCGLDYIKRLNGNNNRHPCANRSPVRFSDEYGGQCTHNRIKDNETVDNKCGACAPYRRLHLCDYNLEKMGTTKSKARHNLLAEVCLAAKYEGESLKNYHAQYQAKNTDFKTNICTELARS, which amino acid positions are active epitope sites? The epitope positions are: [110, 111, 112, 113, 114, 115, 116, 117, 118, 119, 120, 121, 122]. The amino acids at these positions are: GACAPYRRLHLCD.